From a dataset of Experimentally validated miRNA-target interactions with 360,000+ pairs, plus equal number of negative samples. Binary Classification. Given a miRNA mature sequence and a target amino acid sequence, predict their likelihood of interaction. (1) The miRNA is hsa-miR-296-5p with sequence AGGGCCCCCCCUCAAUCCUGU. The protein sequence of the target gene is MLFDKVKAFSVQLDGATAGVEPVFSGGQAVAGRVLLELSSAARVGALRLRARGRAHVHWTESRSAGSSTAYTQSYSERVEVVSHRATLLAPDTGETTTLPPGRHEFLFSFQLPPTLVTSFEGKHGSVRYCIKATLHRPWVPARRARKVFTVIEPVDINTPALLAPQAGAREKVARSWYCNRGLVSLSAKIDRKGYTPGEVIPVFAEIDNGSTRPVLPRAAVVQTQTFMARGARKQKRAVVASLAGEPVGPGQRALWQGRALRIPPVGPSILHCRVLHVDYALKVCVDIPGTSKLLLELPL.... Result: 0 (no interaction). (2) The miRNA is hsa-miR-548az-5p with sequence CAAAAGUGAUUGUGGUUUUUGC. The protein sequence of the target gene is MKQSSNVPAFLSKLWTLVEETHTNEFITWSQNGQSFLVLDEQRFAKEILPKYFKHNNMASFVRQLNMYGFRKVVHIESGIIKQERDGPVEFQHPYFKQGQDDLLENIKRKVSSSKPEENKIRQEDLTKIISSAQKVQIKQETIESRLSELKSENESLWKEVSELRAKHAQQQQVIRKIVQFIVTLVQNNQLVSLKRKRPLLLNTNGAPKKNLYQHIVKEPTDNHHHKVPHSRTEGLKSRERISDDIIIYDVTDDNVDEENIPVIPETNEDVVVDSSNQYPDIVIVEDDNEDEYAPVIQSG.... Result: 0 (no interaction). (3) The miRNA is hsa-miR-4483 with sequence GGGGUGGUCUGUUGUUG. The protein sequence of the target gene is MATGGFGCLLLLIREIDLSVKRQI. Result: 1 (interaction). (4) The miRNA is hsa-miR-6500-3p with sequence ACACUUGUUGGGAUGACCUGC. The protein sequence of the target gene is MAAASAGATRLLLLLLMAVAAPSRARGSGCRAGTGARGAGAEGREGEACGTVGLLLEHSFEIDDSANFRKRGSLLWNQQDGTLSLSQRQLSEEERGRLRDVAALNGLYRVRIPRRPGALDGLEAGGYVSSFVPACSLVESHLSDQLTLHVDVAGNVVGVSVVTHPGGCRGHEVEDVDLELFNTSVQLQPPTTAPGPETAAFIERLEMEQAQKAKNPQEQKSFFAKYWMYIIPVVLFLMMSGAPDTGGQGGGGGGGGGGGSGR. Result: 0 (no interaction).